From a dataset of Forward reaction prediction with 1.9M reactions from USPTO patents (1976-2016). Predict the product of the given reaction. (1) Given the reactants F[C:2]1[C:12]([F:13])=[CH:11][C:10]([C:14]2[CH:15]=[C:16]3[C:22]([C:23]4[CH:28]=[CH:27][CH:26]=[CH:25][C:24]=4[O:29][CH3:30])=[CH:21][N:20](S(C4C=CC(C)=CC=4)(=O)=O)[C:17]3=[N:18][CH:19]=2)=[CH:9][C:3]=1[C:4]([N:6]([CH3:8])[CH3:7])=[O:5].[CH3:41][N:42]1[CH2:47][CH2:46][CH:45]([NH2:48])[CH2:44][CH2:43]1.[OH-].[K+].C(O)(=O)C, predict the reaction product. The product is: [F:13][C:12]1[C:2]([NH:48][CH:45]2[CH2:46][CH2:47][N:42]([CH3:41])[CH2:43][CH2:44]2)=[C:3]([CH:9]=[C:10]([C:14]2[CH:15]=[C:16]3[C:22]([C:23]4[CH:28]=[CH:27][CH:26]=[CH:25][C:24]=4[O:29][CH3:30])=[CH:21][NH:20][C:17]3=[N:18][CH:19]=2)[CH:11]=1)[C:4]([N:6]([CH3:7])[CH3:8])=[O:5]. (2) The product is: [CH3:1][O:2][C:3](=[O:17])[CH:4]([N:6]1[C:14](=[O:15])[C:13]2[C:8](=[CH:9][CH:10]=[CH:11][CH:12]=2)[C:7]1=[O:16])[CH2:5][NH:33][CH2:32][CH2:31][NH:30][C:29]([O:28][C:24]([CH3:27])([CH3:26])[CH3:25])=[O:34]. Given the reactants [CH3:1][O:2][C:3](=[O:17])[C:4]([N:6]1[C:14](=[O:15])[C:13]2[C:8](=[CH:9][CH:10]=[CH:11][CH:12]=2)[C:7]1=[O:16])=[CH2:5].C(=O)([O-])[O-].[K+].[K+].[C:24]([O:28][C:29](=[O:34])[NH:30][CH2:31][CH2:32][NH2:33])([CH3:27])([CH3:26])[CH3:25].ClCCl, predict the reaction product. (3) Given the reactants [O:1]1[CH2:6][CH2:5][N:4]([C:7]2[CH:12]=[CH:11][C:10]([C:13]3[N:35](S(C4C=CC=CC=4)(=O)=O)[C:16]4[N:17]=[CH:18][N:19]=[C:20]([C:21]5[CH:22]=[CH:23][C:24]([O:29][C@@H:30]6[CH2:34][CH2:33][NH:32][CH2:31]6)=[C:25]([CH:28]=5)[C:26]#[N:27])[C:15]=4[CH:14]=3)=[CH:9][CH:8]=2)[CH2:3][CH2:2]1.[C:45]([O-:48])([O-])=[O:46].[Cs+].[Cs+].C1COCC1.[F:56][C:57]([F:61])([F:60])CO, predict the reaction product. The product is: [O:1]1[CH2:6][CH2:5][N:4]([C:7]2[CH:8]=[CH:9][C:10]([C:13]3[NH:35][C:16]4[N:17]=[CH:18][N:19]=[C:20]([C:21]5[CH:22]=[CH:23][C:24]([O:29][C@@H:30]6[CH2:34][CH2:33][NH:32][CH2:31]6)=[C:25]([CH:28]=5)[C:26]#[N:27])[C:15]=4[CH:14]=3)=[CH:11][CH:12]=2)[CH2:3][CH2:2]1.[C:45]([OH:48])([C:57]([F:61])([F:60])[F:56])=[O:46]. (4) Given the reactants [CH2:1]([C:4]1[CH:9]=[CH:8][C:7]([O:10][CH3:11])=[CH:6][CH:5]=1)[CH:2]=[CH2:3].[C:12]([O:16][CH:17]1[CH:24]2[CH2:25][CH:20]3[CH2:21][CH:22]([CH2:26][CH:18]1[CH2:19]3)[CH2:23]2)(=[O:15])C=C, predict the reaction product. The product is: [CH3:11][O:10][C:7]1[CH:8]=[CH:9][C:4]([CH2:1]/[CH:2]=[CH:3]/[C:12]([O:16][CH:17]2[CH:18]3[CH2:26][CH:22]4[CH2:21][CH:20]([CH2:25][CH:24]2[CH2:23]4)[CH2:19]3)=[O:15])=[CH:5][CH:6]=1. (5) Given the reactants [C:1]([O:5][C@@H:6]([C:11]1[C:39]([CH3:40])=[CH:38][C:14]2[N:15]=[C:16]([C:18]3[CH:23]=[CH:22][N:21]=[C:20]([N:24]4[CH2:29][CH2:28][N:27](C(OC(C)(C)C)=O)[C@@H:26]([CH3:37])[CH2:25]4)[N:19]=3)[S:17][C:13]=2[C:12]=1[C:41]1[CH:46]=[CH:45][C:44]([Cl:47])=[CH:43][CH:42]=1)[C:7]([O:9][CH3:10])=[O:8])([CH3:4])([CH3:3])[CH3:2].Cl, predict the reaction product. The product is: [C:1]([O:5][C@@H:6]([C:11]1[C:39]([CH3:40])=[CH:38][C:14]2[N:15]=[C:16]([C:18]3[CH:23]=[CH:22][N:21]=[C:20]([N:24]4[CH2:29][CH2:28][NH:27][C@@H:26]([CH3:37])[CH2:25]4)[N:19]=3)[S:17][C:13]=2[C:12]=1[C:41]1[CH:42]=[CH:43][C:44]([Cl:47])=[CH:45][CH:46]=1)[C:7]([O:9][CH3:10])=[O:8])([CH3:2])([CH3:3])[CH3:4]. (6) The product is: [NH2:26][C:15](=[O:16])[C@@H:14]([N:11]1[CH2:10][C:9]2([CH2:21][CH2:22][CH2:23][N:8]2[C:6]([O:5][C:1]([CH3:2])([CH3:4])[CH3:3])=[O:7])[C:12]1=[O:13])[C@H:18]([OH:20])[CH3:19]. Given the reactants [C:1]([O:5][C:6]([N:8]1[CH2:23][CH2:22][CH2:21][C:9]21[C:12](=[O:13])[N:11]([C@@H:14]([C@H:18]([OH:20])[CH3:19])[C:15](O)=[O:16])[CH2:10]2)=[O:7])([CH3:4])([CH3:3])[CH3:2].CC[N:26](C(C)C)C(C)C.CCN=C=NCCCN(C)C.Cl.C1C=CC2N(O)N=NC=2C=1.[NH4+].[Cl-], predict the reaction product. (7) The product is: [CH2:13]([C@H:9]1[NH:8][C:6]2[C:5](=[CH:4][CH:3]=[C:2]([F:1])[CH:7]=2)[NH:15][C:10]1=[O:11])[CH3:14]. Given the reactants [F:1][C:2]1[CH:3]=[CH:4][C:5]([N+:15]([O-])=O)=[C:6]([NH:8][C@H:9]([CH2:13][CH3:14])[C:10](O)=[O:11])[CH:7]=1.C([C@H]1NC2C(=CC(F)=CC=2)NC1=O)C, predict the reaction product. (8) Given the reactants [CH2:1]([O:8][C:9]1[CH:14]=[C:13]([O:15][CH2:16][O:17][CH3:18])[CH:12]=[CH:11][C:10]=1[CH:19]=[CH:20][C:21]([C:23]1[CH:28]=[CH:27][C:26]([O:29][CH2:30][C:31]2[CH:36]=[CH:35][CH:34]=[CH:33][CH:32]=2)=[CH:25][C:24]=1[OH:37])=[O:22])[C:2]1[CH:7]=[CH:6][CH:5]=[CH:4][CH:3]=1.C(N(CC)CC)C.[C:45](OC(=O)C)(=[O:47])[CH3:46], predict the reaction product. The product is: [CH2:1]([O:8][C:9]1[CH:14]=[C:13]([O:15][CH2:16][O:17][CH3:18])[CH:12]=[CH:11][C:10]=1[CH:19]=[CH:20][C:21]([C:23]1[CH:28]=[CH:27][C:26]([O:29][CH2:30][C:31]2[CH:32]=[CH:33][CH:34]=[CH:35][CH:36]=2)=[CH:25][C:24]=1[O:37][C:45](=[O:47])[CH3:46])=[O:22])[C:2]1[CH:7]=[CH:6][CH:5]=[CH:4][CH:3]=1. (9) Given the reactants [ClH:1].[CH:2]1([CH:5]([OH:16])[C@H:6]([NH:8]C(=O)OC(C)(C)C)[CH3:7])[CH2:4][CH2:3]1, predict the reaction product. The product is: [ClH:1].[NH2:8][C@H:6]([CH3:7])[CH:5]([CH:2]1[CH2:4][CH2:3]1)[OH:16]. (10) Given the reactants [NH2:1][C:2]1[C:6]2[C:7](=[O:19])[N:8]([CH:12]3[CH2:17][CH2:16][CH2:15][CH2:14][CH:13]3[CH3:18])[CH:9]=[C:10](Br)[C:5]=2[NH:4][N:3]=1.CC1(C)C(C)(C)OB(B2OC(C)(C)C(C)(C)O2)O1.C([O-])(=O)C.[K+].I[C:44]1[CH:48]=[CH:47][N:46]([CH3:49])[N:45]=1.C(=O)([O-])[O-].[Na+].[Na+], predict the reaction product. The product is: [NH2:1][C:2]1[C:6]2[C:7](=[O:19])[N:8]([CH:12]3[CH2:17][CH2:16][CH2:15][CH2:14][CH:13]3[CH3:18])[CH:9]=[C:10]([C:44]3[CH:48]=[CH:47][N:46]([CH3:49])[N:45]=3)[C:5]=2[NH:4][N:3]=1.